From a dataset of Reaction yield outcomes from USPTO patents with 853,638 reactions. Predict the reaction yield, written as a fraction of the theoretical maximum amount of product (1.0 means a 100% yield; for example, 0.34 means a 34% yield). The reactants are [S:1]1[C:5]2[CH:6]=[CH:7][CH:8]=[CH:9][C:4]=2[N:3]=[C:2]1[O:10][CH2:11][C:12]([O:14]CC)=[O:13].[OH-].[Na+].Cl. The catalyst is CO. The product is [S:1]1[C:5]2[CH:6]=[CH:7][CH:8]=[CH:9][C:4]=2[N:3]=[C:2]1[O:10][CH2:11][C:12]([OH:14])=[O:13]. The yield is 0.860.